This data is from Full USPTO retrosynthesis dataset with 1.9M reactions from patents (1976-2016). The task is: Predict the reactants needed to synthesize the given product. (1) Given the product [CH3:3][O:4][C:5]([C@@H:7]1[CH2:12][CH2:11][CH2:10][N:9]([C:13]([O:15][C:16]([CH3:19])([CH3:17])[CH3:18])=[O:14])[N:8]1[C:20]([O:22][C:23]([CH3:26])([CH3:25])[CH3:24])=[O:21])=[O:6], predict the reactants needed to synthesize it. The reactants are: ClC(Cl)(Cl)[CH2:3][O:4][C:5]([C@@H:7]1[CH2:12][CH2:11][CH2:10][N:9]([C:13]([O:15][C:16]([CH3:19])([CH3:18])[CH3:17])=[O:14])[N:8]1[C:20]([O:22][C:23]([CH3:26])([CH3:25])[CH3:24])=[O:21])=[O:6].[F-].C([N+](CCCC)(CCCC)CCCC)CCC. (2) Given the product [NH2:42][C:43]1[N:48]=[CH:47][C:46]([C:49]2[CH:54]=[CH:53][C:52]([O:32][CH:33]([CH3:41])[C:34]([O:36][C:37]([CH3:40])([CH3:39])[CH3:38])=[O:35])=[C:51]([F:56])[CH:50]=2)=[CH:45][N:44]=1, predict the reactants needed to synthesize it. The reactants are: C1(P(C2C=CC=CC=2)C2C=CC=CC=2)C=CC=CC=1.N(C(OCC)=O)=NC(OCC)=O.[OH:32][C@@H:33]([CH3:41])[C:34]([O:36][C:37]([CH3:40])([CH3:39])[CH3:38])=[O:35].[NH2:42][C:43]1[N:48]=[CH:47][C:46]([C:49]2[CH:54]=[CH:53][C:52](O)=[C:51]([F:56])[CH:50]=2)=[CH:45][N:44]=1. (3) Given the product [CH:3]([N:26]1[C:34]2[C:29](=[CH:30][CH:31]=[CH:32][CH:33]=2)[CH2:28][CH2:27]1)([CH3:4])[CH3:2], predict the reactants needed to synthesize it. The reactants are: [SnH](CCCC)(CCCC)[CH2:2][CH2:3][CH2:4]C.CC(N=NC(C#N)(C)C)(C#N)C.[NH:26]1[C:34]2[C:29](=[CH:30][CH:31]=[CH:32][CH:33]=2)[CH2:28][CH2:27]1. (4) Given the product [Cl:23][C:6]1[C:7]([C:9]2[NH:10][C:11](=[O:22])[N:12]([C:14]3[CH:19]=[CH:18][C:17]([F:20])=[C:16]([Cl:21])[CH:15]=3)[N:13]=2)=[CH:8][C:3]([CH2:2][NH:1][C:25](=[O:30])[C:26]([CH3:29])([CH3:28])[CH3:27])=[C:4]([F:24])[CH:5]=1, predict the reactants needed to synthesize it. The reactants are: [NH2:1][CH2:2][C:3]1[C:4]([F:24])=[CH:5][C:6]([Cl:23])=[C:7]([C:9]2[NH:10][C:11](=[O:22])[N:12]([C:14]3[CH:19]=[CH:18][C:17]([F:20])=[C:16]([Cl:21])[CH:15]=3)[N:13]=2)[CH:8]=1.[C:25](Cl)(=[O:30])[C:26]([CH3:29])([CH3:28])[CH3:27]. (5) Given the product [F:1][C:2]1[CH:9]=[CH:8][C:5]([CH:6]2[CH2:13][CH:12]([NH:24][C:22](=[O:20])[CH3:23])[CH2:11][CH2:10][O:7]2)=[CH:4][CH:3]=1, predict the reactants needed to synthesize it. The reactants are: [F:1][C:2]1[CH:9]=[CH:8][C:5]([CH:6]=[O:7])=[CH:4][CH:3]=1.[CH2:10](O)[CH2:11][CH:12]=[CH2:13].S(=O)(=O)(O)O.[OH-:20].[Na+].[C:22](#[N:24])[CH3:23]. (6) Given the product [Cl:13][C:3]1[CH:4]=[CH:5][C:6]([O:8][C:9]([F:12])([F:11])[F:10])=[CH:7][C:2]=1[CH:14]=[CH2:15], predict the reactants needed to synthesize it. The reactants are: Br[C:2]1[CH:7]=[C:6]([O:8][C:9]([F:12])([F:11])[F:10])[CH:5]=[CH:4][C:3]=1[Cl:13].[CH2:14](C([Sn])=C(CCCC)CCCC)[CH2:15]CC.